From a dataset of Reaction yield outcomes from USPTO patents with 853,638 reactions. Predict the reaction yield, written as a fraction of the theoretical maximum amount of product (1.0 means a 100% yield; for example, 0.34 means a 34% yield). (1) The reactants are [Br:1][C:2]1[CH:7]=[CH:6][C:5]2[C:8]3[C:13]([C:14]4([CH2:19][CH2:18][NH:17][CH2:16][CH2:15]4)[C:4]=2[CH:3]=1)=[CH:12][C:11]([Br:20])=[CH:10][CH:9]=3.CCN(CC)CC.[C:28](Cl)(=[O:30])[CH3:29]. The catalyst is CN(C=O)C.O. The product is [Br:1][C:2]1[CH:7]=[CH:6][C:5]2[C:8]3[C:13]([C:14]4([CH2:15][CH2:16][N:17]([C:28](=[O:30])[CH3:29])[CH2:18][CH2:19]4)[C:4]=2[CH:3]=1)=[CH:12][C:11]([Br:20])=[CH:10][CH:9]=3. The yield is 0.944. (2) The reactants are [F:1][CH:2]([F:30])[N:3]1[N:19]=[CH:18][C:17]2[NH:16][C:15](=[O:20])[CH2:14][CH:13]=[CH:12][CH2:11][C@H:10]([NH:21][C:22](=[O:28])[O:23][C:24]([CH3:27])([CH3:26])[CH3:25])[C:9]3[CH:29]=[C:5]([CH:6]=[CH:7][N:8]=3)[C:4]1=2. The catalyst is CCO.[Pd]. The product is [F:30][CH:2]([F:1])[N:3]1[N:19]=[CH:18][C:17]2[NH:16][C:15](=[O:20])[CH2:14][CH2:13][CH2:12][CH2:11][C@H:10]([NH:21][C:22](=[O:28])[O:23][C:24]([CH3:26])([CH3:27])[CH3:25])[C:9]3[CH:29]=[C:5]([CH:6]=[CH:7][N:8]=3)[C:4]1=2. The yield is 0.490. (3) The reactants are [CH:1]1([C:7]([OH:9])=[O:8])[CH2:6][CH2:5][CH2:4][CH2:3][CH2:2]1.[CH2:10]1[CH2:15]CCC[CH2:11]1.CC1C=CC(S(O)(=O)=O)=CC=1. The catalyst is C(O)(C)C. The product is [CH:10]([O:8][C:7]([CH:1]1[CH2:6][CH2:5][CH2:4][CH2:3][CH2:2]1)=[O:9])([CH3:15])[CH3:11]. The yield is 0.930. (4) The reactants are [Li]C(CC)C.[Cl:6][C:7]1[CH:12]=[CH:11][N:10]=[C:9]2[N:13]([Si](C(C)C)(C(C)C)C(C)C)[CH:14]=[CH:15][C:8]=12.[I:26]I.[Cl-].[NH4+].S([O-])([O-])=O.[Na+].[Na+].CCCC[N+](CCCC)(CCCC)CCCC.[F-]. The catalyst is C1COCC1.C(OCC)(=O)C.O. The product is [Cl:6][C:7]1[C:12]([I:26])=[CH:11][N:10]=[C:9]2[NH:13][CH:14]=[CH:15][C:8]=12. The yield is 0.730. (5) The reactants are [NH2:1][C:2]1[S:3][C:4]2[CH:10]=[C:9]([C:11]#N)[CH:8]=[C:7]([Br:13])[C:5]=2[N:6]=1.S(=O)(=O)(O)[OH:15].[OH2:19]. The catalyst is C(O)(=O)C. The product is [NH2:1][C:2]1[S:3][C:4]2[CH:10]=[C:9]([C:11]([OH:15])=[O:19])[CH:8]=[C:7]([Br:13])[C:5]=2[N:6]=1. The yield is 0.710.